The task is: Predict the product of the given reaction.. This data is from Forward reaction prediction with 1.9M reactions from USPTO patents (1976-2016). (1) Given the reactants [CH:1]1[N:9]=[C:8](Br)[C:7]2[C:3](=[N:4][S:5][N:6]=2)[C:2]=1[Br:11].C([Sn](CCCC)(CCCC)[C:17]1[S:18][C:19]2[CH:25]=[CH:24][CH:23]=[CH:22][C:20]=2[N:21]=1)CCC, predict the reaction product. The product is: [S:18]1[C:19]2[CH:25]=[CH:24][CH:23]=[CH:22][C:20]=2[N:21]=[C:17]1[C:8]1[C:7]2=[N:6][S:5][N:4]=[C:3]2[C:2]([Br:11])=[CH:1][N:9]=1. (2) Given the reactants [O:1]=[C:2]1[CH2:6][CH2:5][S:4][CH:3]1[CH2:7][C:8]1[CH:13]=[CH:12][C:11]([CH:14]([CH3:18])[C:15]([OH:17])=[O:16])=[CH:10][CH:9]=1.Cl.C([BH3-])#N.[Na+], predict the reaction product. The product is: [OH:1][CH:2]1[CH2:6][CH2:5][S:4][CH:3]1[CH2:7][C:8]1[CH:13]=[CH:12][C:11]([CH:14]([CH3:18])[C:15]([OH:17])=[O:16])=[CH:10][CH:9]=1. (3) Given the reactants [CH2:1]1[C:3]2([CH2:8][N:7]([C:9]([O:11][CH2:12][C:13]3[CH:18]=[CH:17][CH:16]=[CH:15][CH:14]=3)=[O:10])[CH2:6][CH2:5][N:4]2C(OC(C)(C)C)=O)[CH2:2]1.[ClH:26], predict the reaction product. The product is: [ClH:26].[CH2:2]1[C:3]2([CH2:8][N:7]([C:9]([O:11][CH2:12][C:13]3[CH:18]=[CH:17][CH:16]=[CH:15][CH:14]=3)=[O:10])[CH2:6][CH2:5][NH:4]2)[CH2:1]1.